This data is from CYP1A2 inhibition data for predicting drug metabolism from PubChem BioAssay. The task is: Regression/Classification. Given a drug SMILES string, predict its absorption, distribution, metabolism, or excretion properties. Task type varies by dataset: regression for continuous measurements (e.g., permeability, clearance, half-life) or binary classification for categorical outcomes (e.g., BBB penetration, CYP inhibition). Dataset: cyp1a2_veith. (1) The drug is O=C1CC(=O)C(n2cncn2)C(c2cccc(Cl)c2)C1. The result is 0 (non-inhibitor). (2) The molecule is N=C(N)c1ccc(/C=C\c2ccc(C(=N)N)cc2)cc1. The result is 0 (non-inhibitor). (3) The compound is O=c1c(-c2ccc(Cl)cc2)nc2cnc(Nc3ccccc3)nc2n1C1CC1. The result is 0 (non-inhibitor). (4) The compound is Cc1ccc(C)c(-c2cc(C(=O)Nc3nccs3)c3ccccc3n2)c1. The result is 1 (inhibitor). (5) The compound is CCOc1ccc(C(=O)N2CCCC2C(=O)O)cc1. The result is 0 (non-inhibitor). (6) The drug is CC(C)[C@@H](OCc1ccccc1)[C@H](C)/C=N\OC[C@@H](O)COCc1ccco1. The result is 0 (non-inhibitor). (7) The drug is O=C(CCN1C(=O)/C(=C/c2cccc(Br)c2)SC1=S)NNC(=O)c1cccnc1. The result is 0 (non-inhibitor). (8) The result is 1 (inhibitor). The molecule is O=C(c1ccco1)N1CCC2(CC1)CCN(c1ccncc1)CC2. (9) The compound is CCc1ccc2c(-c3cccc(Cl)c3)nc(=O)n(CC)c2n1. The result is 1 (inhibitor).